From a dataset of Full USPTO retrosynthesis dataset with 1.9M reactions from patents (1976-2016). Predict the reactants needed to synthesize the given product. (1) Given the product [Cl-:23].[CH3:1][O:2][C:3]1[CH:4]=[CH:5][C:6]([CH:9]([C:17]2[N:18]=[C:19]([CH3:22])[NH:20][CH:21]=2)[NH3+:10])=[CH:7][CH:8]=1, predict the reactants needed to synthesize it. The reactants are: [CH3:1][O:2][C:3]1[CH:8]=[CH:7][C:6]([CH:9]([C:17]2[N:18]=[C:19]([CH3:22])[NH:20][CH:21]=2)[NH:10]S(C(C)(C)C)=O)=[CH:5][CH:4]=1.[ClH:23].CCOCC. (2) Given the product [CH3:47][C:48]1[CH:54]=[C:53]([CH3:55])[CH:52]=[CH:51][C:49]=1[NH:50][C:33](=[O:34])[CH2:32][N:31]([CH2:30][C:29]1[CH:42]=[CH:43][C:26]([CH2:25][C:24]([CH3:44])([CH3:45])[C:23]([O:22][C:18]([CH3:19])([CH3:21])[CH3:20])=[O:46])=[CH:27][CH:28]=1)[CH2:36][C:37]1[O:38][CH:39]=[CH:40][CH:41]=1, predict the reactants needed to synthesize it. The reactants are: ON1C2C=CC=CC=2N=N1.CN1CCOCC1.[C:18]([O:22][C:23](=[O:46])[C:24]([CH3:45])([CH3:44])[CH2:25][C:26]1[CH:43]=[CH:42][C:29]([CH2:30][N:31]([CH2:36][C:37]2[O:38][CH:39]=[CH:40][CH:41]=2)[CH2:32][C:33](O)=[O:34])=[CH:28][CH:27]=1)([CH3:21])([CH3:20])[CH3:19].[CH3:47][C:48]1[CH:54]=[C:53]([CH3:55])[CH:52]=[CH:51][C:49]=1[NH2:50].